From a dataset of Reaction yield outcomes from USPTO patents with 853,638 reactions. Predict the reaction yield, written as a fraction of the theoretical maximum amount of product (1.0 means a 100% yield; for example, 0.34 means a 34% yield). (1) The reactants are [Br:1][C:2]1[CH:7]=[CH:6][C:5]([CH3:8])=[C:4]([Cl:9])[CH:3]=1.[Br:10]N1C(=O)CCC1=O.C(OOC(=O)C1C=CC=CC=1)(=O)C1C=CC=CC=1. The catalyst is C(Cl)(Cl)(Cl)Cl. The product is [Br:1][C:2]1[CH:7]=[CH:6][C:5]([CH2:8][Br:10])=[C:4]([Cl:9])[CH:3]=1. The yield is 0.600. (2) The reactants are C(O[C:4](=[O:12])[C:5]1[CH:10]=[CH:9][N:8]=[CH:7][C:6]=1Cl)C.[CH2:13]([O:15][C:16](=[O:19])[CH2:17][SH:18])[CH3:14].[H-].[Na+]. The catalyst is CN(C=O)C. The product is [CH2:13]([O:15][C:16]([C:17]1[S:18][C:6]2=[CH:7][N:8]=[CH:9][CH:10]=[C:5]2[C:4]=1[OH:12])=[O:19])[CH3:14]. The yield is 0.990. (3) The yield is 0.920. The catalyst is C1COCC1. The product is [F:23][C:24]([F:31])([F:30])[C:25](=[O:26])[CH2:17][C:10]1[CH:11]=[C:12]([O:15][CH3:16])[CH:13]=[CH:14][C:9]=1[NH:8][C:6](=[O:7])[O:5][C:1]([CH3:4])([CH3:3])[CH3:2]. The reactants are [C:1]([O:5][C:6]([NH:8][C:9]1[CH:14]=[CH:13][C:12]([O:15][CH3:16])=[CH:11][C:10]=1[CH3:17])=[O:7])([CH3:4])([CH3:3])[CH3:2].[Li]C(CC)C.[F:23][C:24]([F:31])([F:30])[C:25](OCC)=[O:26]. (4) The reactants are [CH:1]1[C:10]2[C:5](=[CH:6][CH:7]=[CH:8][CH:9]=2)[CH:4]=[CH:3][C:2]=1[CH:11]=O.[CH3:13][C:14]([CH3:16])=[O:15].[OH-].[Na+].O. The catalyst is C(O)C. The product is [CH:1]1[C:10]2[C:5](=[CH:6][CH:7]=[CH:8][CH:9]=2)[CH:4]=[CH:3][C:2]=1[CH:11]=[CH:13][C:14](=[O:15])[CH:16]=[CH:11][C:2]1[CH:3]=[CH:4][C:5]2[C:10](=[CH:9][CH:8]=[CH:7][CH:6]=2)[CH:1]=1. The yield is 0.690.